From a dataset of Reaction yield outcomes from USPTO patents with 853,638 reactions. Predict the reaction yield, written as a fraction of the theoretical maximum amount of product (1.0 means a 100% yield; for example, 0.34 means a 34% yield). (1) The reactants are [S:1]1[C:5]2[CH:6]=[CH:7][CH:8]=[CH:9][C:4]=2[N:3]=[C:2]1[NH:10][NH2:11].C([O:14][C:15](=O)[CH2:16][C:17]([C:19]1[CH:24]=[CH:23][C:22]([CH3:25])=[C:21]([Br:26])[CH:20]=1)=O)C. The catalyst is C(O)C. The product is [S:1]1[C:5]2[CH:6]=[CH:7][CH:8]=[CH:9][C:4]=2[N:3]=[C:2]1[N:10]1[C:15](=[O:14])[CH:16]=[C:17]([C:19]2[CH:24]=[CH:23][C:22]([CH3:25])=[C:21]([Br:26])[CH:20]=2)[NH:11]1. The yield is 0.990. (2) The reactants are [Br:1][C:2]1[CH:3]=[C:4]([S:9][C:10]2[CH:15]=[CH:14][CH:13]=[CH:12][CH:11]=2)[C:5]([NH2:8])=[N:6][CH:7]=1.[Cl:16][C:17]1[C:22]([N:23]=[C:24]=[S:25])=[CH:21][CH:20]=[CH:19][N:18]=1.CN(C=O)C. The catalyst is C(Cl)Cl. The product is [ClH:16].[Br:1][C:2]1[CH:3]=[C:4]([S:9][C:10]2[CH:15]=[CH:14][CH:13]=[CH:12][CH:11]=2)[C:5]([NH:8][C:24]2[S:25][C:17]3[C:22]([N:23]=2)=[CH:21][CH:20]=[CH:19][N:18]=3)=[N:6][CH:7]=1. The yield is 0.610. (3) The reactants are [N:1]1[C:10]2[C:5](=[CH:6][CH:7]=[CH:8][CH:9]=2)[CH:4]=[C:3]([NH2:11])[CH:2]=1.[F:12][C:13]([F:31])([F:30])[C:14]([C:17]1[CH:26]=[CH:25][C:24]2[CH2:23][C@H:22]([C:27](O)=[O:28])[CH2:21][CH2:20][C:19]=2[N:18]=1)([CH3:16])[CH3:15].F[P-](F)(F)(F)(F)F.C[N+](C)=C(N(C)C)ON1C2N=CC=CC=2N=N1.C(N(CC)C(C)C)(C)C.C1C=NC2N(O)N=NC=2C=1. The catalyst is CN1CCCC1=O. The product is [N:1]1[C:10]2[C:5](=[CH:6][CH:7]=[CH:8][CH:9]=2)[CH:4]=[C:3]([NH:11][C:27]([C@@H:22]2[CH2:21][CH2:20][C:19]3[N:18]=[C:17]([C:14]([CH3:16])([CH3:15])[C:13]([F:31])([F:30])[F:12])[CH:26]=[CH:25][C:24]=3[CH2:23]2)=[O:28])[CH:2]=1. The yield is 0.750. (4) The reactants are [CH2:1]([NH:3][C:4]1[S:5][C:6]([CH2:9][N:10]2[CH2:15][CH2:14][CH:13]([C:16]3[CH:21]=[CH:20][CH:19]=[CH:18][CH:17]=3)[CH2:12][CH2:11]2)=[CH:7][N:8]=1)[CH3:2].[C:22]1(C2CCN(CC3SC(NC(=O)OC(C)(C)C)=NC=3)CC2)C=CC=CC=1.ICCC. No catalyst specified. The product is [C:16]1([CH:13]2[CH2:12][CH2:11][N:10]([CH2:9][C:6]3[S:5][C:4]([NH:3][CH2:1][CH2:2][CH3:22])=[N:8][CH:7]=3)[CH2:15][CH2:14]2)[CH:21]=[CH:20][CH:19]=[CH:18][CH:17]=1. The yield is 0.140. (5) The reactants are [CH2:1]([O:8][N:9]1[C:15](=[O:16])[N:14]2[CH2:17][C@H:10]1[CH2:11][CH2:12][C@H:13]2[C:18]([OH:20])=O)[C:2]1[CH:7]=[CH:6][CH:5]=[CH:4][CH:3]=1.[F:21][C:22]([F:28])([F:27])[C:23]([NH:25][NH2:26])=[O:24].ON1C2C=CC=CC=2N=N1.Cl.C(N=C=NCCCN(C)C)C. The catalyst is C(Cl)Cl.CN(C)C1C=CN=CC=1. The product is [CH2:1]([O:8][N:9]1[C:15](=[O:16])[N:14]2[CH2:17][C@H:10]1[CH2:11][CH2:12][C@@H:13]2[C:18]([NH:26][NH:25][C:23](=[O:24])[C:22]([F:28])([F:27])[F:21])=[O:20])[C:2]1[CH:3]=[CH:4][CH:5]=[CH:6][CH:7]=1. The yield is 0.650. (6) The catalyst is C(#N)C. The yield is 0.710. The product is [CH2:1]([O:3][CH:4]([O:8][CH2:9][CH3:10])[C@@H:5]([NH:7][CH2:12][C:13]1[C:18]2[N:19]=[C:20]([NH:22][C:23](=[O:24])[O:25][C:26]([CH3:28])([CH3:27])[CH3:29])[S:21][C:17]=2[CH:16]=[CH:15][CH:14]=1)[CH3:6])[CH3:2]. The reactants are [CH2:1]([O:3][CH:4]([O:8][CH2:9][CH3:10])[C@@H:5]([NH2:7])[CH3:6])[CH3:2].Br[CH2:12][C:13]1[C:18]2[N:19]=[C:20]([N:22](C(OC(C)(C)C)=O)[C:23]([O:25][C:26]([CH3:29])([CH3:28])[CH3:27])=[O:24])[S:21][C:17]=2[CH:16]=[CH:15][CH:14]=1.C(=O)([O-])[O-].[K+].[K+]. (7) The reactants are [CH2:1]([N:3]([CH2:14][CH2:15][NH:16][C:17]([C:19]1[CH:28]=[CH:27][C:26]2[C:21](=[C:22]([I:29])[CH:23]=[N:24][CH:25]=2)[N:20]=1)=[O:18])[CH2:4][CH2:5][O:6][C:7]1[C:8]([F:13])=[N:9][CH:10]=[CH:11][CH:12]=1)[CH3:2].[ClH:30].Cl.C(N(CCNC(C1C=NC2C(=CC=C(I)C=2)N=1)=O)CCOC1C(F)=NC=CC=1)C. No catalyst specified. The product is [ClH:30].[ClH:30].[CH2:1]([N:3]([CH2:14][CH2:15][NH:16][C:17]([C:19]1[CH:28]=[CH:27][C:26]2[C:21](=[C:22]([I:29])[CH:23]=[N:24][CH:25]=2)[N:20]=1)=[O:18])[CH2:4][CH2:5][O:6][C:7]1[C:8]([F:13])=[N:9][CH:10]=[CH:11][CH:12]=1)[CH3:2]. The yield is 0.870.